This data is from Full USPTO retrosynthesis dataset with 1.9M reactions from patents (1976-2016). The task is: Predict the reactants needed to synthesize the given product. Given the product [CH2:1]([O:3][C:4](=[O:18])[C:5]([O:8][C:9]1[CH:14]=[CH:13][C:12]([CH2:15][NH:16][C:28]([C:27]2[C:22]([CH:19]3[CH2:21][CH2:20]3)=[N:23][C:24]([C:31]3[CH:32]=[CH:33][C:34]([C:37]([F:39])([F:40])[F:38])=[CH:35][CH:36]=3)=[N:25][CH:26]=2)=[O:29])=[CH:11][C:10]=1[CH3:17])([CH3:6])[CH3:7])[CH3:2], predict the reactants needed to synthesize it. The reactants are: [CH2:1]([O:3][C:4](=[O:18])[C:5]([O:8][C:9]1[CH:14]=[CH:13][C:12]([CH2:15][NH2:16])=[CH:11][C:10]=1[CH3:17])([CH3:7])[CH3:6])[CH3:2].[CH:19]1([C:22]2[C:27]([C:28](O)=[O:29])=[CH:26][N:25]=[C:24]([C:31]3[CH:36]=[CH:35][C:34]([C:37]([F:40])([F:39])[F:38])=[CH:33][CH:32]=3)[N:23]=2)[CH2:21][CH2:20]1.